Dataset: Forward reaction prediction with 1.9M reactions from USPTO patents (1976-2016). Task: Predict the product of the given reaction. (1) Given the reactants [OH:1][C:2]1[CH:3]=[C:4]([CH:9]=[C:10]([O:12][CH2:13][C:14]2[CH:19]=[CH:18][CH:17]=[CH:16][CH:15]=2)[CH:11]=1)[C:5]([O:7][CH3:8])=[O:6].Br[CH:21]1[CH2:25][CH2:24][N:23]([CH3:26])[C:22]1=[O:27].C(=O)([O-])[O-].[K+].[K+], predict the reaction product. The product is: [CH3:26][N:23]1[CH2:24][CH2:25][C@@H:21]([O:1][C:2]2[CH:3]=[C:4]([CH:9]=[C:10]([O:12][CH2:13][C:14]3[CH:19]=[CH:18][CH:17]=[CH:16][CH:15]=3)[CH:11]=2)[C:5]([O:7][CH3:8])=[O:6])[C:22]1=[O:27]. (2) Given the reactants [C:1]([C:3]1[C:4]([O:19][C@H:20]([CH3:24])[CH2:21][O:22][CH3:23])=[CH:5][C:6]([NH:9][C:10](=[O:18])OC2C=CC=CC=2)=[N:7][CH:8]=1)#[N:2].C(C1C=CC(NC([N:36]2C[CH2:41][CH2:40][CH2:39][C:38]3[CH:43]=[CH:44][C:45]([CH:47]([O:50]C)OC)=[N:46][C:37]2=3)=O)=NC=1)#N.[CH3:52][N:53]([CH:55]=[O:56])[CH3:54], predict the reaction product. The product is: [C:1]([C:3]1[C:4]([O:19][C@H:20]([CH3:24])[CH2:21][O:22][CH3:23])=[CH:5][C:6]([NH:9][C:10]([N:36]2[C:37]3[C:38](=[CH:43][C:44]([CH2:52][N:53]4[CH2:54][CH2:54][N:53]([CH3:55])[CH2:52][C:55]4=[O:56])=[C:45]([CH:47]=[O:50])[N:46]=3)[CH2:39][CH2:40][CH2:41]2)=[O:18])=[N:7][CH:8]=1)#[N:2]. (3) The product is: [NH2:1][C:4]1[CH:9]=[CH:8][C:7]([CH2:10][C:11]([O:13][CH2:19][CH3:20])=[O:12])=[CH:6][CH:5]=1. Given the reactants [N+:1]([C:4]1[CH:9]=[CH:8][C:7]([CH2:10][C:11]([OH:13])=[O:12])=[CH:6][CH:5]=1)([O-])=O.OS(O)(=O)=O.[CH2:19](O)[CH3:20], predict the reaction product. (4) Given the reactants [F:1][C:2]1[CH:3]=[C:4]([C:19]2[CH:24]=[CH:23][C:22]([C:25](O)=[O:26])=[CH:21][CH:20]=2)[CH:5]=[CH:6][C:7]=1[NH:8][C:9]1[S:10][C:11]2[CH:17]=[C:16]([F:18])[CH:15]=[CH:14][C:12]=2[N:13]=1.Cl.[CH3:29][O:30][C:31](=[O:37])[C@H:32]([CH:34]([CH3:36])[CH3:35])[NH2:33].C(N(CC)CC)C.ON1C2C=CC=CC=2N=N1.C(N=C=NC(C)C)(C)C, predict the reaction product. The product is: [F:1][C:2]1[CH:3]=[C:4]([C:19]2[CH:24]=[CH:23][C:22]([C:25]([NH:33][C@H:32]([C:31]([O:30][CH3:29])=[O:37])[CH:34]([CH3:36])[CH3:35])=[O:26])=[CH:21][CH:20]=2)[CH:5]=[CH:6][C:7]=1[NH:8][C:9]1[S:10][C:11]2[CH:17]=[C:16]([F:18])[CH:15]=[CH:14][C:12]=2[N:13]=1. (5) The product is: [CH2:1]([O:3][C:4]([CH:6]=[CH:7][C:8]1[CH:9]=[CH:10][C:11]([CH:14]2[CH2:19][CH2:18][N:17]([C:20]([O:22][C:23]([CH3:26])([CH3:25])[CH3:24])=[O:21])[CH2:16][CH:15]2[O:27][CH2:29][C:30]2[CH:39]=[CH:38][C:37]3[C:32](=[CH:33][CH:34]=[CH:35][CH:36]=3)[CH:31]=2)=[CH:12][CH:13]=1)=[O:5])[CH3:2]. Given the reactants [CH2:1]([O:3][C:4]([CH:6]=[CH:7][C:8]1[CH:13]=[CH:12][C:11]([CH:14]2[CH2:19][CH2:18][N:17]([C:20]([O:22][C:23]([CH3:26])([CH3:25])[CH3:24])=[O:21])[CH2:16][CH:15]2[OH:27])=[CH:10][CH:9]=1)=[O:5])[CH3:2].Br[CH2:29][C:30]1[CH:39]=[CH:38][C:37]2[C:32](=[CH:33][CH:34]=[CH:35][CH:36]=2)[CH:31]=1, predict the reaction product. (6) Given the reactants [Cl-].[Al+3].[Cl-].[Cl-].[C:5](Cl)(=[O:8])[CH2:6][CH3:7].[CH3:10][N:11]1[CH:15]=[CH:14][CH:13]=[C:12]1[CH:16]=[O:17], predict the reaction product. The product is: [CH3:10][N:11]1[CH:15]=[C:14]([C:5](=[O:8])[CH2:6][CH3:7])[CH:13]=[C:12]1[CH:16]=[O:17]. (7) The product is: [Cl:17][C:18]1[CH:19]=[C:20]2[N:46]([CH2:13][O:12][CH2:11][CH2:10][Si:9]([CH3:16])([CH3:15])[CH3:8])[C:45]([S:47]([CH3:50])(=[O:49])=[O:48])=[N:44][C:21]2=[N:22][C:23]=1[C:24]1[CH:29]=[CH:28][C:27]([C:30]2[CH:31]=[CH:32][C:33]([C:36]([N:38]3[CH2:42][CH2:41][C@@H:40]([OH:43])[CH2:39]3)=[O:37])=[CH:34][CH:35]=2)=[CH:26][CH:25]=1. Given the reactants C(N(CC)CC)C.[CH3:8][Si:9]([CH3:16])([CH3:15])[CH2:10][CH2:11][O:12][CH2:13]Cl.[Cl:17][C:18]1[CH:19]=[C:20]2[NH:46][C:45]([S:47]([CH3:50])(=[O:49])=[O:48])=[N:44][C:21]2=[N:22][C:23]=1[C:24]1[CH:29]=[CH:28][C:27]([C:30]2[CH:35]=[CH:34][C:33]([C:36]([N:38]3[CH2:42][CH2:41][C@@H:40]([OH:43])[CH2:39]3)=[O:37])=[CH:32][CH:31]=2)=[CH:26][CH:25]=1, predict the reaction product. (8) Given the reactants [CH3:1][NH:2][C:3]([C@H:5]1[CH2:9][CH2:8][CH2:7][N:6]1[C:10]1[CH:15]=[CH:14][C:13]([N+:16]([O-])=O)=[CH:12][CH:11]=1)=[O:4].C([O-])=O.[NH4+], predict the reaction product. The product is: [CH3:1][NH:2][C:3]([C@H:5]1[CH2:9][CH2:8][CH2:7][N:6]1[C:10]1[CH:11]=[CH:12][C:13]([NH2:16])=[CH:14][CH:15]=1)=[O:4].